Predict the reactants needed to synthesize the given product. From a dataset of Full USPTO retrosynthesis dataset with 1.9M reactions from patents (1976-2016). Given the product [ClH:1].[CH3:30][S:31]([CH:34]([C:36]1[CH:37]=[CH:38][C:39]([NH:42][C:2]2[N:7]=[C:6]([N:8]([CH3:29])[C:9]3[CH:28]=[CH:27][C:12]4[N:13]([CH3:26])[C:14]([NH:16][CH2:17][C:18]5[CH:19]=[CH:20][C:21]([O:24][CH3:25])=[CH:22][CH:23]=5)=[N:15][C:11]=4[CH:10]=3)[CH:5]=[CH:4][N:3]=2)=[CH:40][CH:41]=1)[CH3:35])(=[O:32])=[O:33], predict the reactants needed to synthesize it. The reactants are: [Cl:1][C:2]1[N:7]=[C:6]([N:8]([CH3:29])[C:9]2[CH:28]=[CH:27][C:12]3[N:13]([CH3:26])[C:14]([NH:16][CH2:17][C:18]4[CH:23]=[CH:22][C:21]([O:24][CH3:25])=[CH:20][CH:19]=4)=[N:15][C:11]=3[CH:10]=2)[CH:5]=[CH:4][N:3]=1.[CH3:30][S:31]([CH:34]([C:36]1[CH:41]=[CH:40][C:39]([NH2:42])=[CH:38][CH:37]=1)[CH3:35])(=[O:33])=[O:32].